Task: Regression. Given a peptide amino acid sequence and an MHC pseudo amino acid sequence, predict their binding affinity value. This is MHC class II binding data.. Dataset: Peptide-MHC class II binding affinity with 134,281 pairs from IEDB (1) The MHC is DRB1_0701 with pseudo-sequence DRB1_0701. The peptide sequence is QHRDVLQLYAPEAFNYMDKF. The binding affinity (normalized) is 0.592. (2) The peptide sequence is ILPIAEMSVVAMEFG. The binding affinity (normalized) is 0.106. The MHC is DRB3_0202 with pseudo-sequence DRB3_0202. (3) The peptide sequence is EVLFRLENHAETLRA. The MHC is DRB3_0101 with pseudo-sequence DRB3_0101. The binding affinity (normalized) is 0.554.